Dataset: Forward reaction prediction with 1.9M reactions from USPTO patents (1976-2016). Task: Predict the product of the given reaction. (1) Given the reactants [F:1][C:2]1[CH:3]=[C:4]2[C:8](=[CH:9][CH:10]=1)[NH:7][C:6](=[O:11])[C:5]2=[C:12]1[C:20]2[C:15](=[N:16][C:17]([CH:21]=[CH:22][O:23][CH3:24])=[CH:18][CH:19]=2)[CH2:14][O:13]1, predict the reaction product. The product is: [F:1][C:2]1[CH:3]=[C:4]2[C:8](=[CH:9][CH:10]=1)[NH:7][C:6](=[O:11])[C:5]2=[C:12]1[C:20]2[C:15](=[N:16][C:17]([CH2:21][CH2:22][O:23][CH3:24])=[CH:18][CH:19]=2)[CH2:14][O:13]1. (2) Given the reactants [BH4-].[Na+].[CH:3]1([CH2:6][O:7][C:8]2[CH:9]=[C:10]([C:14]3[C:22]4[C:17](=[CH:18][CH:19]=[C:20]([O:23][CH2:24][CH:25]=[O:26])[CH:21]=4)[N:16]([CH2:27][C:28]4[CH:33]=[CH:32][CH:31]=[C:30]([O:34][CH3:35])[CH:29]=4)[C:15]=3[C:36]([O:38][CH2:39][CH3:40])=[O:37])[CH:11]=[CH:12][CH:13]=2)[CH2:5][CH2:4]1, predict the reaction product. The product is: [CH:3]1([CH2:6][O:7][C:8]2[CH:9]=[C:10]([C:14]3[C:22]4[C:17](=[CH:18][CH:19]=[C:20]([O:23][CH2:24][CH2:25][OH:26])[CH:21]=4)[N:16]([CH2:27][C:28]4[CH:33]=[CH:32][CH:31]=[C:30]([O:34][CH3:35])[CH:29]=4)[C:15]=3[C:36]([O:38][CH2:39][CH3:40])=[O:37])[CH:11]=[CH:12][CH:13]=2)[CH2:5][CH2:4]1. (3) Given the reactants [Cl:1][C:2]1[CH:3]=[C:4]([N:9]2[C:13]([C:14]3[CH:19]=[CH:18][C:17]([F:20])=[C:16]([Cl:21])[CH:15]=3)=[CH:12][C:11]([C:22](O)=[O:23])=[N:10]2)[CH:5]=[CH:6][C:7]=1[F:8].ClC1C=C(N2C(C3C=C(F)C=C(Cl)C=3)=CC(C([N:48]3[CH2:52][C:51](=[O:53])[NH:50][CH2:49]3)=O)=N2)C=CC=1F, predict the reaction product. The product is: [Cl:1][C:2]1[CH:3]=[C:4]([N:9]2[C:13]([C:14]3[CH:19]=[CH:18][C:17]([F:20])=[C:16]([Cl:21])[CH:15]=3)=[CH:12][C:11]([C:22]([N:48]3[CH2:52][C:51](=[O:53])[NH:50][CH2:49]3)=[O:23])=[N:10]2)[CH:5]=[CH:6][C:7]=1[F:8]. (4) Given the reactants [CH3:1][NH:2][C:3]1[CH:8]=[C:7]([NH:9][CH3:10])[C:6]([N+:11]([O-:13])=[O:12])=[CH:5][N:4]=1.[C:14]([O:18][C:19](O[C:19]([O:18][C:14]([CH3:17])([CH3:16])[CH3:15])=[O:20])=[O:20])([CH3:17])([CH3:16])[CH3:15], predict the reaction product. The product is: [CH3:1][N:2]([C:3]1[CH:8]=[C:7]([NH:9][CH3:10])[C:6]([N+:11]([O-:13])=[O:12])=[CH:5][N:4]=1)[C:19](=[O:20])[O:18][C:14]([CH3:17])([CH3:16])[CH3:15]. (5) Given the reactants [Mg].Br[CH2:3][CH2:4][CH2:5][CH2:6][CH3:7].Cl[C:9]1[CH:14]=[CH:13][CH:12]=[CH:11][C:10]=1Cl.Cl, predict the reaction product. The product is: [CH2:3]([C:9]1[CH:14]=[CH:13][CH:12]=[CH:11][C:10]=1[CH2:3][CH2:4][CH2:5][CH2:6][CH3:7])[CH2:4][CH2:5][CH2:6][CH3:7]. (6) Given the reactants C(=O)([O-])[O-].[Na+].[Na+].Br[CH2:8][C:9]([C:11]1[CH:16]=[CH:15][CH:14]=[C:13]([N+:17]([O-])=O)[CH:12]=1)=[O:10].[CH3:20][C:21]1[CH:30]=[CH:29][C:28]2[C:23](=[CH:24][CH:25]=[CH:26][C:27]=2[N:31]2[CH2:36][CH2:35][NH:34][CH2:33][CH2:32]2)[N:22]=1.[BH4-].[Na+], predict the reaction product. The product is: [NH2:17][C:13]1[CH:12]=[C:11]([CH:9]([OH:10])[CH2:8][N:34]2[CH2:35][CH2:36][N:31]([C:27]3[CH:26]=[CH:25][CH:24]=[C:23]4[C:28]=3[CH:29]=[CH:30][C:21]([CH3:20])=[N:22]4)[CH2:32][CH2:33]2)[CH:16]=[CH:15][CH:14]=1. (7) The product is: [CH2:17]([O:16][C:14]1[C:8]2[O:9][C:10]([CH3:12])([CH3:13])[O:11][C:7]=2[CH:6]=[C:5]([CH2:3][OH:2])[CH:15]=1)[C:18]1[CH:23]=[CH:22][CH:21]=[CH:20][CH:19]=1. Given the reactants C[O:2][C:3]([C:5]1[CH:15]=[C:14]([O:16][CH2:17][C:18]2[CH:23]=[CH:22][CH:21]=[CH:20][CH:19]=2)[C:8]2[O:9][C:10]([CH3:13])([CH3:12])[O:11][C:7]=2[CH:6]=1)=O.[H-].C([Al+]CC(C)C)C(C)C, predict the reaction product.